From a dataset of Reaction yield outcomes from USPTO patents with 853,638 reactions. Predict the reaction yield, written as a fraction of the theoretical maximum amount of product (1.0 means a 100% yield; for example, 0.34 means a 34% yield). (1) The reactants are Cl[C:2]1[CH:7]=[C:6]([O:8][C:9]2[CH:14]=[CH:13][C:12]([N+:15]([O-])=O)=[CH:11][CH:10]=2)[N:5]=[C:4]([NH2:18])[N:3]=1.CO.O1CCCC1.C(OCC)(=O)C. The catalyst is [OH-].[Pd+2].[OH-].[C].CCCCCC. The product is [NH2:15][C:12]1[CH:13]=[CH:14][C:9]([O:8][C:6]2[CH:7]=[CH:2][N:3]=[C:4]([NH2:18])[N:5]=2)=[CH:10][CH:11]=1. The yield is 0.750. (2) The reactants are [Br:1][C:2]1[N:7]=[C:6]([NH2:8])[CH:5]=[CH:4][CH:3]=1.CCN(CC)CC.[F:16][C:17]1([F:32])[O:21][C:20]2[CH:22]=[CH:23][C:24]([C:26]3([C:29](Cl)=[O:30])[CH2:28][CH2:27]3)=[CH:25][C:19]=2[O:18]1. The catalyst is ClCCl. The yield is 0.510. The product is [Br:1][C:2]1[N:7]=[C:6]([NH:8][C:29]([C:26]2([C:24]3[CH:23]=[CH:22][C:20]4[O:21][C:17]([F:32])([F:16])[O:18][C:19]=4[CH:25]=3)[CH2:28][CH2:27]2)=[O:30])[CH:5]=[CH:4][CH:3]=1. (3) The reactants are C[O:2][C:3](=[O:17])[C:4]1[CH:9]=[C:8]([F:10])[CH:7]=[CH:6][C:5]=1[C:11]1[N:16]=[CH:15][CH:14]=[CH:13][N:12]=1.[OH-].[Na+]. The catalyst is O. The product is [F:10][C:8]1[CH:7]=[CH:6][C:5]([C:11]2[N:12]=[CH:13][CH:14]=[CH:15][N:16]=2)=[C:4]([CH:9]=1)[C:3]([OH:17])=[O:2]. The yield is 0.830. (4) The reactants are [C:1]([O:5][C:6]([NH:8][C@@H:9]([CH3:16])/[CH:10]=[CH:11]/[C:12]([O:14][CH3:15])=[O:13])=[O:7])([CH3:4])([CH3:3])[CH3:2].C(OC(N[C@H](C)C(N(OC)C)=O)=O)(C)(C)C. No catalyst specified. The product is [C:1]([O:5][C:6]([NH:8][C@H:9]([CH3:16])/[CH:10]=[CH:11]/[C:12]([O:14][CH3:15])=[O:13])=[O:7])([CH3:4])([CH3:3])[CH3:2]. The yield is 0.790. (5) The reactants are [F:1][C:2]([F:23])([F:22])[C:3]1[N:8]2[CH:9]=[N:10][CH:11]=[C:7]2[N:6]=[C:5]([C:12]2[CH:17]=[CH:16][C:15]([C:18]([F:21])([F:20])[F:19])=[CH:14][CH:13]=2)[CH:4]=1.C([O-])(=O)C.[Na+].[I:29]Cl. The catalyst is C(O)(=O)C.O. The product is [I:29][C:11]1[N:10]=[CH:9][N:8]2[C:3]([C:2]([F:1])([F:22])[F:23])=[CH:4][C:5]([C:12]3[CH:13]=[CH:14][C:15]([C:18]([F:21])([F:20])[F:19])=[CH:16][CH:17]=3)=[N:6][C:7]=12. The yield is 1.00. (6) The reactants are [NH2:1][C:2]1[C:7]([C:8]([C:10]2[C:15]([F:16])=[C:14]([F:17])[CH:13]=[C:12]([O:18][Si:19]([C:22]([CH3:25])([CH3:24])[CH3:23])([CH3:21])[CH3:20])[C:11]=2[O:26][CH3:27])=[O:9])=[CH:6][N:5]=[C:4](Cl)[N:3]=1.FC(F)(F)C(O)=O.[CH3:36][S:37]([N:40]1[CH2:45][CH2:44][CH:43]([NH2:46])[CH2:42][CH2:41]1)(=[O:39])=[O:38].C(N(C(C)C)CC)(C)C. The catalyst is C(O)C. The product is [NH2:1][C:2]1[C:7]([C:8]([C:10]2[C:15]([F:16])=[C:14]([F:17])[CH:13]=[C:12]([O:18][Si:19]([C:22]([CH3:25])([CH3:24])[CH3:23])([CH3:21])[CH3:20])[C:11]=2[O:26][CH3:27])=[O:9])=[CH:6][N:5]=[C:4]([NH:46][CH:43]2[CH2:44][CH2:45][N:40]([S:37]([CH3:36])(=[O:39])=[O:38])[CH2:41][CH2:42]2)[N:3]=1. The yield is 0.600.